Predict the product of the given reaction. From a dataset of Forward reaction prediction with 1.9M reactions from USPTO patents (1976-2016). (1) Given the reactants CC1(C)C(C)(C)OB([C:9]2[CH:10]=[C:11]3[CH:17]=[CH:16][NH:15][C:12]3=[N:13][CH:14]=2)O1.Cl[C:20]1[N:25]=[C:24]([N:26]2[CH2:31][CH2:30][O:29][CH2:28][CH2:27]2)[CH:23]=[N:22][CH:21]=1.C([O-])([O-])=O.[Cs+].[Cs+].CO.C(Cl)(Cl)Cl, predict the reaction product. The product is: [NH:15]1[C:12]2=[N:13][CH:14]=[C:9]([C:20]3[N:25]=[C:24]([N:26]4[CH2:27][CH2:28][O:29][CH2:30][CH2:31]4)[CH:23]=[N:22][CH:21]=3)[CH:10]=[C:11]2[CH:17]=[CH:16]1. (2) Given the reactants [NH2:1][NH:2][C:3](=[NH:14])[C:4]1[C:9]([C:10]([F:13])([F:12])[F:11])=[CH:8][CH:7]=[N:6][CH:5]=1.[F:15][C:16]1[CH:17]=[CH:18][C:19]([OH:24])=[C:20]([CH:23]=1)[CH:21]=O, predict the reaction product. The product is: [F:15][C:16]1[CH:17]=[CH:18][C:19]([OH:24])=[C:20]([C:21]2[NH:1][N:2]=[C:3]([C:4]3[CH:5]=[N:6][CH:7]=[CH:8][C:9]=3[C:10]([F:11])([F:12])[F:13])[N:14]=2)[CH:23]=1. (3) The product is: [F:4][C:2]([C:5]1[O:9][C:8]([CH2:10][N:11]2[CH:15]=[CH:14][C:13]([NH:16][C:30](=[O:31])/[CH:29]=[CH:28]/[C:19]3[CH:20]=[CH:21][CH:22]=[C:23]([C:24]([F:26])([F:25])[F:27])[C:18]=3[F:17])=[N:12]2)=[CH:7][CH:6]=1)([F:1])[CH3:3]. Given the reactants [F:1][C:2]([C:5]1[O:9][C:8]([CH2:10][N:11]2[CH:15]=[CH:14][C:13]([NH2:16])=[N:12]2)=[CH:7][CH:6]=1)([F:4])[CH3:3].[F:17][C:18]1[C:23]([C:24]([F:27])([F:26])[F:25])=[CH:22][CH:21]=[CH:20][C:19]=1/[CH:28]=[CH:29]/[C:30](O)=[O:31], predict the reaction product. (4) Given the reactants Cl[C:2]1[N:20]=[C:5]2[C:6]([C:10]3[CH:15]=[CH:14][C:13]([S:16]([CH3:19])(=[O:18])=[O:17])=[CH:12][CH:11]=3)=[CH:7][CH:8]=[CH:9][N:4]2[N:3]=1.[NH2:21][C:22]1[CH:23]=[C:24]([N:28]2[CH2:33][CH2:32][N:31]([CH2:34][CH3:35])[CH2:30][C:29]2=[O:36])[CH:25]=[CH:26][CH:27]=1.C1(P(C2CCCCC2)C2C=CC=CC=2C2C=CC=CC=2P(C2CCCCC2)C2CCCCC2)CCCCC1, predict the reaction product. The product is: [CH2:34]([N:31]1[CH2:32][CH2:33][N:28]([C:24]2[CH:25]=[CH:26][CH:27]=[C:22]([NH:21][C:2]3[N:20]=[C:5]4[C:6]([C:10]5[CH:15]=[CH:14][C:13]([S:16]([CH3:19])(=[O:18])=[O:17])=[CH:12][CH:11]=5)=[CH:7][CH:8]=[CH:9][N:4]4[N:3]=3)[CH:23]=2)[C:29](=[O:36])[CH2:30]1)[CH3:35]. (5) Given the reactants [BrH:1].[CH3:2][N:3]1[CH2:7][CH2:6][CH2:5][C@@H:4]1[CH2:8][C:9]1[C:17]2[C:12](=[CH:13][CH:14]=[C:15]([CH:18]=[CH:19][S:20]([C:23]3[CH:28]=[CH:27][CH:26]=[CH:25][CH:24]=3)(=[O:22])=[O:21])[CH:16]=2)[NH:11][CH:10]=1.Br.[Br-], predict the reaction product. The product is: [BrH:1].[CH3:2][N:3]1[CH2:7][CH2:6][CH2:5][C@@H:4]1[CH2:8][C:9]1[C:17]2[C:12](=[CH:13][CH:14]=[C:15]([CH2:18][CH2:19][S:20]([C:23]3[CH:28]=[CH:27][CH:26]=[CH:25][CH:24]=3)(=[O:21])=[O:22])[CH:16]=2)[NH:11][CH:10]=1. (6) Given the reactants [CH2:1]([O:3][C:4](=[O:38])[C:5]([CH3:37])([O:7][C:8]1[CH:13]=[CH:12][C:11]([O:14][CH2:15][CH2:16][C:17]2[N:18]=[C:19]([C:23]3[CH:28]=[CH:27][C:26]([CH2:29][CH2:30]C4C=CC=CC=4)=[CH:25][CH:24]=3)[O:20][C:21]=2[CH3:22])=[CH:10][CH:9]=1)[CH3:6])[CH3:2], predict the reaction product. The product is: [CH2:1]([O:3][C:4](=[O:38])[C:5]([O:7][C:8]1[CH:9]=[CH:10][C:11]([O:14][CH2:15][CH2:16][C:17]2[N:18]=[C:19]([C:23]3[CH:28]=[CH:27][C:26]([CH2:29][CH3:30])=[CH:25][CH:24]=3)[O:20][C:21]=2[CH3:22])=[CH:12][CH:13]=1)([CH3:37])[CH3:6])[CH3:2]. (7) The product is: [N:9]1([CH2:10][CH2:11][CH2:6][O:5][C:4]2[CH:16]=[C:17]([NH2:22])[C:18]([NH2:20])=[CH:19][CH:3]=2)[CH2:8][CH2:12][CH2:26][CH2:25]1. Given the reactants CO[C:3]1[CH:19]=[C:18]([NH:20]C)[C:17]([N+:22]([O-])=O)=[CH:16][C:4]=1[O:5][C:6]1[CH:11]=[CH:10][N:9]=[C:8]([C:12](NC)=O)C=1.[CH3:25][CH2:26]O, predict the reaction product. (8) Given the reactants [CH3:1][Si:2]([CH3:33])([CH3:32])[CH2:3][CH2:4][O:5][CH2:6][N:7]1C2CC(C3C=NN(COCC[Si](C)(C)C)C=3)CCC=2[C:9]([C:29]([OH:31])=[O:30])=[N:8]1.[Si:34]([O:41][C:42]1([CH3:49])[CH2:47][CH2:46][C:45](=O)[CH2:44][CH2:43]1)([C:37]([CH3:40])([CH3:39])[CH3:38])([CH3:36])[CH3:35], predict the reaction product. The product is: [Si:34]([O:41][C:42]1([CH3:49])[CH2:47][C:46]2[N:7]([CH2:6][O:5][CH2:4][CH2:3][Si:2]([CH3:1])([CH3:32])[CH3:33])[N:8]=[C:9]([C:29]([OH:31])=[O:30])[C:45]=2[CH2:44][CH2:43]1)([C:37]([CH3:40])([CH3:39])[CH3:38])([CH3:36])[CH3:35]. (9) Given the reactants [CH2:1]([CH:3]1[CH2:7][C:6](=[CH2:8])[CH2:5][CH:4]1[C:9]([O:11][CH2:12][CH3:13])=[O:10])[CH3:2].C1([Si](C2C=CC=CC=2)(C2C=CC=CC=2)[SH:21])C=CC=CC=1.N(C(C)(C)C#N)=NC(C)(C)C#N.C(O)(C(F)(F)F)=O, predict the reaction product. The product is: [CH2:1]([CH:3]1[CH2:7][CH:6]([CH2:8][SH:21])[CH2:5][CH:4]1[C:9]([O:11][CH2:12][CH3:13])=[O:10])[CH3:2].